Dataset: Reaction yield outcomes from USPTO patents with 853,638 reactions. Task: Predict the reaction yield, written as a fraction of the theoretical maximum amount of product (1.0 means a 100% yield; for example, 0.34 means a 34% yield). The reactants are [C:1]1([CH2:7][CH:8]([P:18](=[O:21])([OH:20])[OH:19])[NH:9][S:10]([C:13]2[S:14][CH:15]=[CH:16][CH:17]=2)(=[O:12])=[O:11])[CH:6]=[CH:5][CH:4]=[CH:3][CH:2]=1.[Cl:22][C:23]1[C:28](O)=[CH:27][CH:26]=[CH:25][N:24]=1.ClC(Cl)(Cl)C#N. The catalyst is N1C=CC=CC=1. The product is [NH4+:9].[Cl:22][C:23]1[C:28]([O:21][P:18]([CH:8]([NH:9][S:10]([C:13]2[S:14][CH:15]=[CH:16][CH:17]=2)(=[O:11])=[O:12])[CH2:7][C:1]2[CH:6]=[CH:5][CH:4]=[CH:3][CH:2]=2)(=[O:19])[O-:20])=[CH:27][CH:26]=[CH:25][N:24]=1. The yield is 0.540.